Task: Predict which catalyst facilitates the given reaction.. Dataset: Catalyst prediction with 721,799 reactions and 888 catalyst types from USPTO (1) Reactant: C(OC(=O)[NH:7][C:8]1[C:9]([CH3:35])=[N:10][O:11][C:12]=1[C:13]1[CH:18]=[CH:17][C:16]([C:19]2[CH:24]=[CH:23][C:22]([C:25]3([C:28]([NH:30][S:31]([CH3:34])(=[O:33])=[O:32])=[O:29])[CH2:27][CH2:26]3)=[CH:21][CH:20]=2)=[CH:15][CH:14]=1)(C)(C)C.C(O)(C(F)(F)F)=O.CCOC(C)=O.C([O-])(O)=O.[Na+]. Product: [NH2:7][C:8]1[C:9]([CH3:35])=[N:10][O:11][C:12]=1[C:13]1[CH:14]=[CH:15][C:16]([C:19]2[CH:20]=[CH:21][C:22]([C:25]3([C:28]([NH:30][S:31]([CH3:34])(=[O:33])=[O:32])=[O:29])[CH2:27][CH2:26]3)=[CH:23][CH:24]=2)=[CH:17][CH:18]=1. The catalyst class is: 2. (2) Reactant: [Br:1][C:2]1[CH:7]=[CH:6][C:5]([CH:8]([C:18]2[CH:23]=[CH:22][C:21]([F:24])=[CH:20][CH:19]=2)[O:9][C@@H:10]([CH2:14][CH:15]([CH3:17])[CH3:16])[C:11](O)=[O:12])=[CH:4][CH:3]=1.Cl.[NH2:26][CH2:27][C:28]#[N:29].CN(C(ON1N=NC2C=CC=NC1=2)=[N+](C)C)C.F[P-](F)(F)(F)(F)F.C(N(C(C)C)CC)(C)C.Cl. Product: [Br:1][C:2]1[CH:3]=[CH:4][C:5]([CH:8]([C:18]2[CH:19]=[CH:20][C:21]([F:24])=[CH:22][CH:23]=2)[O:9][C@@H:10]([CH2:14][CH:15]([CH3:17])[CH3:16])[C:11]([NH:29][CH2:28][C:27]#[N:26])=[O:12])=[CH:6][CH:7]=1. The catalyst class is: 215. (3) Product: [Br:24][C:21]1[CH:22]=[CH:23][C:18]([N:9]2[C:10]([NH:11][S:12]([CH:15]([CH3:17])[CH3:16])(=[O:14])=[O:13])=[C:6]([C:4]([OH:5])=[O:3])[CH:7]=[N:8]2)=[CH:19][CH:20]=1. The catalyst class is: 8. Reactant: C([O:3][C:4]([C:6]1[CH:7]=[N:8][N:9]([C:18]2[CH:23]=[CH:22][C:21]([Br:24])=[CH:20][CH:19]=2)[C:10]=1[NH:11][S:12]([CH:15]([CH3:17])[CH3:16])(=[O:14])=[O:13])=[O:5])C.[OH-].[Na+]. (4) Reactant: Br[C:2]1[CH:7]=[C:6]([Br:8])[CH:5]=[CH:4][C:3]=1[NH:9][C:10]([N:12]1[CH2:15][CH:14]([OH:16])[CH2:13]1)=[S:11].C([O-])([O-])=O.[Cs+].[Cs+]. Product: [Br:8][C:6]1[CH:5]=[CH:4][C:3]2[N:9]=[C:10]([N:12]3[CH2:15][CH:14]([OH:16])[CH2:13]3)[S:11][C:2]=2[CH:7]=1. The catalyst class is: 10. (5) Reactant: Br[C:2]1[CH:11]=[CH:10][CH:9]=[C:8]2[C:3]=1[CH:4]=[CH:5][CH:6]=[N:7]2.[CH2:12](B(O)O)[CH:13]([CH3:15])[CH3:14].P([O-])([O-])([O-])=O.[K+].[K+].[K+].O.N#N.C1(P(C2CCCCC2)C2C=CC=CC=2C2C(OC)=CC=CC=2OC)CCCCC1. Product: [CH2:12]([C:2]1[CH:11]=[CH:10][CH:9]=[C:8]2[C:3]=1[CH:4]=[CH:5][CH:6]=[N:7]2)[CH:13]([CH3:15])[CH3:14]. The catalyst class is: 101. (6) The catalyst class is: 9. Reactant: [OH:1][C:2]1[CH:25]=[CH:24][C:5]2[C:6]([CH2:9][CH2:10][CH:11]3[CH2:16][CH2:15][N:14]([C:17]([O:19][C:20]([CH3:23])([CH3:22])[CH3:21])=[O:18])[CH2:13][CH2:12]3)=[N:7][O:8][C:4]=2[C:3]=1[CH2:26][OH:27].C(=O)([O-])[O-].[K+].[K+].[CH2:34](Br)[C:35]1[CH:40]=[CH:39][CH:38]=[CH:37][CH:36]=1.O. Product: [CH2:34]([O:1][C:2]1[CH:25]=[CH:24][C:5]2[C:6]([CH2:9][CH2:10][CH:11]3[CH2:16][CH2:15][N:14]([C:17]([O:19][C:20]([CH3:23])([CH3:22])[CH3:21])=[O:18])[CH2:13][CH2:12]3)=[N:7][O:8][C:4]=2[C:3]=1[CH2:26][OH:27])[C:35]1[CH:40]=[CH:39][CH:38]=[CH:37][CH:36]=1. (7) Reactant: [C:1]([C:4]1[C:9](=[O:10])[C:8]([O:11][CH3:12])=[CH:7][N:6]([C:13]2[CH:18]=[C:17]([F:19])[C:16]([N:20]3[CH2:25][CH2:24][O:23][CH2:22][CH2:21]3)=[CH:15][C:14]=2[F:26])[N:5]=1)(=O)[CH3:2].[CH3:27]OC(OC)N(C)C.[C:35]1([NH:41][NH2:42])[CH:40]=[CH:39][CH:38]=[CH:37][CH:36]=1. Product: [F:26][C:14]1[CH:15]=[C:16]([N:20]2[CH2:25][CH2:24][O:23][CH2:22][CH2:21]2)[C:17]([F:19])=[CH:18][C:13]=1[N:6]1[CH:7]=[C:8]([O:11][CH3:12])[C:9](=[O:10])[C:4]([C:1]2[N:41]([C:35]3[CH:40]=[CH:39][CH:38]=[CH:37][CH:36]=3)[N:42]=[CH:27][CH:2]=2)=[N:5]1. The catalyst class is: 25. (8) Reactant: [C:1]1([CH2:7][CH2:8][CH:9]=[CH:10][C@H:11]2[CH2:16][CH2:15][C@H:14]([NH2:17])[CH2:13][CH2:12]2)[CH:6]=[CH:5][CH:4]=[CH:3][CH:2]=1.Cl[C:19]1[N:24]=[CH:23][N:22]=[C:21]2[NH:25][N:26]=[CH:27][C:20]=12.C(N(C(C)C)CC)(C)C.CN(C)C=O. Product: [C:1]1([CH2:7][CH2:8][CH:9]=[CH:10][C@H:11]2[CH2:12][CH2:13][C@H:14]([NH:17][C:19]3[N:24]=[CH:23][N:22]=[C:21]4[NH:25][N:26]=[CH:27][C:20]=34)[CH2:15][CH2:16]2)[CH:6]=[CH:5][CH:4]=[CH:3][CH:2]=1. The catalyst class is: 13.